Dataset: Experimental lipophilicity measurements (octanol/water distribution) for 4,200 compounds from AstraZeneca. Task: Regression/Classification. Given a drug SMILES string, predict its absorption, distribution, metabolism, or excretion properties. Task type varies by dataset: regression for continuous measurements (e.g., permeability, clearance, half-life) or binary classification for categorical outcomes (e.g., BBB penetration, CYP inhibition). For this dataset (lipophilicity_astrazeneca), we predict Y. (1) The molecule is Oc1ccc(-c2ccc3cc(O)ccc3n2)cc1. The Y is 3.10 logD. (2) The drug is NCC(O)(c1ccccc1)c1ccccc1. The Y is 0.900 logD. (3) The molecule is CN[C@@H](C)C(=O)N[C@H](C(=O)N[C@H]1CCCN(CCc2cccc(OC)c2)C1)C(C)(C)C. The Y is 1.47 logD. (4) The molecule is NCc1ccc(NC(=O)c2cc(Nc3ncccn3)c3cc(/C(N)=N/O)ccc3c2)cc1. The Y is -0.850 logD. (5) The drug is Cc1cc(CNc2nccc(Nc3cc(C)[nH]n3)n2)on1. The Y is 1.86 logD.